Dataset: Catalyst prediction with 721,799 reactions and 888 catalyst types from USPTO. Task: Predict which catalyst facilitates the given reaction. (1) Reactant: [NH:1]1[CH2:4][CH2:3][CH2:2]1.[F:5][C:6]1[CH:11]=[CH:10][C:9]([S:12](Cl)(=[O:14])=[O:13])=[CH:8][CH:7]=1. Product: [F:5][C:6]1[CH:11]=[CH:10][C:9]([S:12]([N:1]2[CH2:4][CH2:3][CH2:2]2)(=[O:14])=[O:13])=[CH:8][CH:7]=1. The catalyst class is: 1. (2) Reactant: [CH3:1][O:2][C:3](=[O:23])[C:4]1[CH:9]=[C:8]([C:10]#[C:11][CH2:12][CH2:13][N:14]2[CH2:18][CH2:17][O:16][C:15]2=[O:19])[CH:7]=[C:6]([CH3:20])[C:5]=1[O:21][CH3:22].[CH2:24]([SnH:28]([CH2:33][CH2:34][CH2:35][CH3:36])[CH2:29][CH2:30][CH2:31][CH3:32])[CH2:25][CH2:26][CH3:27]. Product: [CH3:1][O:2][C:3](=[O:23])[C:4]1[CH:9]=[C:8]([C:10]([Sn:28]([CH2:29][CH2:30][CH2:31][CH3:32])([CH2:33][CH2:34][CH2:35][CH3:36])[CH2:24][CH2:25][CH2:26][CH3:27])=[CH:11][CH2:12][CH2:13][N:14]2[CH2:18][CH2:17][O:16][C:15]2=[O:19])[CH:7]=[C:6]([CH3:20])[C:5]=1[O:21][CH3:22]. The catalyst class is: 176. (3) The catalyst class is: 35. Reactant: [Br:1][C:2]1[CH:3]=[C:4]2[C:8](=[CH:9][CH:10]=1)[NH:7][N:6]=[CH:5]2.[OH-].[K+].[I:13]I.[OH-].[NH4+]. Product: [Br:1][C:2]1[CH:3]=[C:4]2[C:8](=[CH:9][CH:10]=1)[NH:7][N:6]=[C:5]2[I:13]. (4) Reactant: [C:1]1([C:10]2[CH:15]=[CH:14][CH:13]=[CH:12][CH:11]=2)[CH:6]=[CH:5][C:4]([C:7]([NH2:9])=[O:8])=[CH:3][CH:2]=1.[Cl:16][CH2:17][C:18](Cl)=[O:19]. Product: [Cl:16][CH2:17][C:18]([NH:9][C:7]([C:4]1[CH:3]=[CH:2][C:1]([C:10]2[CH:11]=[CH:12][CH:13]=[CH:14][CH:15]=2)=[CH:6][CH:5]=1)=[O:8])=[O:19]. The catalyst class is: 11. (5) Reactant: [CH2:1]([N:8]1[C:16]2[C:15](=[O:17])[NH:14][C:13](=[O:18])[N:12]([CH2:19][O:20][C:21](=[O:26])[C:22]([CH3:25])([CH3:24])[CH3:23])[C:11]=2[N:10]=[CH:9]1)[C:2]1[CH:7]=[CH:6][CH:5]=[CH:4][CH:3]=1.[C:27](=O)([O-])[O-].[K+].[K+].IC. Product: [CH2:1]([N:8]1[C:16]2[C:15](=[O:17])[N:14]([CH3:27])[C:13](=[O:18])[N:12]([CH2:19][O:20][C:21](=[O:26])[C:22]([CH3:23])([CH3:25])[CH3:24])[C:11]=2[N:10]=[CH:9]1)[C:2]1[CH:7]=[CH:6][CH:5]=[CH:4][CH:3]=1. The catalyst class is: 42. (6) The catalyst class is: 3. Product: [F:18][C:2]([F:1])([F:17])[C:3]1[CH:4]=[CH:5][C:6]([N:11]2[C:15]([CH2:19][N:20]([CH3:22])[CH3:21])=[C:14]([CH3:16])[N:13]=[CH:12]2)=[C:7]([CH:10]=1)[C:8]#[N:9]. Reactant: [F:1][C:2]([F:18])([F:17])[C:3]1[CH:4]=[CH:5][C:6]([N:11]2[CH:15]=[C:14]([CH3:16])[N:13]=[CH:12]2)=[C:7]([CH:10]=1)[C:8]#[N:9].[CH3:19][N+:20]([CH3:22])=[CH2:21].[I-]. (7) Reactant: [OH:1][CH:2]1[C:27]2[C:19](=[CH:20][C:21]3[O:25][CH2:24][O:23][C:22]=3[CH:26]=2)[C:4]2([C:12]3[C:7](=[CH:8][CH:9]=[CH:10][CH:11]=3)[N:6]([CH2:13][CH2:14][CH2:15][CH2:16][CH3:17])[C:5]2=O)[CH2:3]1.[H-].[Na+].I[CH3:31].O. Product: [CH3:31][O:1][CH:2]1[C:27]2[C:19](=[CH:20][C:21]3[O:25][CH2:24][O:23][C:22]=3[CH:26]=2)[C:4]2([C:12]3[C:7](=[CH:8][CH:9]=[CH:10][CH:11]=3)[N:6]([CH2:13][CH2:14][CH2:15][CH2:16][CH3:17])[CH2:5]2)[CH2:3]1. The catalyst class is: 1. (8) Reactant: [CH2:1]([N:3]([CH2:28][CH3:29])[C:4](=[O:27])[C:5]1[CH:10]=[CH:9][C:8]([C@H:11]([C:18]2[CH:23]=[CH:22][CH:21]=[C:20]([N+:24]([O-])=O)[CH:19]=2)[N:12]2[CH2:17][CH2:16][NH:15][CH2:14][CH2:13]2)=[CH:7][CH:6]=1)[CH3:2].[F:30][C:31]1[CH:38]=[CH:37][CH:36]=[CH:35][C:32]=1[CH:33]=O.C(O[BH-](OC(=O)C)OC(=O)C)(=O)C.[Na+].C(O)(C(F)(F)F)=O. Product: [NH2:24][C:20]1[CH:19]=[C:18]([C@H:11]([N:12]2[CH2:17][CH2:16][N:15]([CH2:33][C:32]3[CH:35]=[CH:36][CH:37]=[CH:38][C:31]=3[F:30])[CH2:14][CH2:13]2)[C:8]2[CH:9]=[CH:10][C:5]([C:4]([N:3]([CH2:28][CH3:29])[CH2:1][CH3:2])=[O:27])=[CH:6][CH:7]=2)[CH:23]=[CH:22][CH:21]=1. The catalyst class is: 26.